This data is from Full USPTO retrosynthesis dataset with 1.9M reactions from patents (1976-2016). The task is: Predict the reactants needed to synthesize the given product. Given the product [C:19]([C:22]1[CH:26]=[C:25]([C:27]([NH:2][CH2:3][CH2:4][C:5]2[O:9][N:8]=[C:7]([C:10]3[CH:17]=[CH:16][C:13]([C:14]#[N:15])=[C:12]([Cl:18])[CH:11]=3)[CH:6]=2)=[O:28])[NH:24][N:23]=1)(=[O:21])[CH3:20], predict the reactants needed to synthesize it. The reactants are: Cl.[NH2:2][CH2:3][CH2:4][C:5]1[O:9][N:8]=[C:7]([C:10]2[CH:17]=[CH:16][C:13]([C:14]#[N:15])=[C:12]([Cl:18])[CH:11]=2)[CH:6]=1.[C:19]([C:22]1[CH:26]=[C:25]([C:27](O)=[O:28])[NH:24][N:23]=1)(=[O:21])[CH3:20].CCN(C(C)C)C(C)C.C1C=C2N=NN(O)C2=CC=1.O.CCN=C=NCCCN(C)C.